From a dataset of Full USPTO retrosynthesis dataset with 1.9M reactions from patents (1976-2016). Predict the reactants needed to synthesize the given product. (1) Given the product [CH3:1][N:2]([CH3:20])[C:3](=[O:19])[CH2:4][N:5]([CH3:18])[C:6]1[C:14]2[C:9](=[CH:10][CH:11]=[C:12]([NH2:15])[CH:13]=2)[NH:8][N:7]=1, predict the reactants needed to synthesize it. The reactants are: [CH3:1][N:2]([CH3:20])[C:3](=[O:19])[CH2:4][N:5]([CH3:18])[C:6]1[C:14]2[C:9](=[CH:10][CH:11]=[C:12]([N+:15]([O-])=O)[CH:13]=2)[NH:8][N:7]=1.[NH4+].[Cl-].C(=O)(O)[O-].[Na+]. (2) Given the product [CH3:28][N:29]1[CH2:34][CH2:33][N:32]([C:2]2[CH:3]=[CH:4][CH:5]=[C:6]3[C:11]=2[N:10]=[C:9]([CH2:12][CH2:13][CH2:14][N:15]2[CH2:20][CH:19]=[C:18]([C:21]4[CH:26]=[CH:25][CH:24]=[CH:23][CH:22]=4)[CH2:17][CH2:16]2)[NH:8][C:7]3=[O:27])[CH2:31][CH2:30]1, predict the reactants needed to synthesize it. The reactants are: Cl[C:2]1[CH:3]=[CH:4][CH:5]=[C:6]2[C:11]=1[N:10]=[C:9]([CH2:12][CH2:13][CH2:14][N:15]1[CH2:20][CH:19]=[C:18]([C:21]3[CH:26]=[CH:25][CH:24]=[CH:23][CH:22]=3)[CH2:17][CH2:16]1)[NH:8][C:7]2=[O:27].[CH3:28][N:29]1[CH2:34][CH2:33][NH:32][CH2:31][CH2:30]1.C(P(C(C)(C)C)C1C=CC=CC=1C1C=CC=CC=1)(C)(C)C.CC(C)([O-])C.[Na+]. (3) Given the product [C:20]([O:24][C:25]([N:27]1[CH2:33][CH2:32][CH:31]([NH:34][C:72](=[O:73])[C@@H:67]([NH:66][C:49]([O:51][CH2:52][CH:53]2[C:54]3[CH:55]=[CH:56][CH:57]=[CH:58][C:59]=3[C:60]3[C:65]2=[CH:64][CH:63]=[CH:62][CH:61]=3)=[O:50])[CH2:68][CH:69]([CH3:71])[CH3:70])[CH:30]([OH:37])[CH2:29][N:28]1[C:38]([O:40][CH2:41][C:42]1[CH:47]=[CH:46][CH:45]=[CH:44][CH:43]=1)=[O:39])=[O:26])([CH3:23])([CH3:22])[CH3:21], predict the reactants needed to synthesize it. The reactants are: C1(P(C2C=CC=CC=2)C2C=CC=CC=2)C=CC=CC=1.[C:20]([O:24][C:25]([N:27]1[CH2:33][CH2:32][CH:31]([N:34]=[N+]=[N-])[CH:30]([OH:37])[CH2:29][N:28]1[C:38]([O:40][CH2:41][C:42]1[CH:47]=[CH:46][CH:45]=[CH:44][CH:43]=1)=[O:39])=[O:26])([CH3:23])([CH3:22])[CH3:21].O.[C:49]([NH:66][C@H:67]([C:72](O)=[O:73])[CH2:68][CH:69]([CH3:71])[CH3:70])([O:51][CH2:52][CH:53]1[C:65]2[C:60](=[CH:61][CH:62]=[CH:63][CH:64]=2)[C:59]2[C:54]1=[CH:55][CH:56]=[CH:57][CH:58]=2)=[O:50].ON1C2C=CC=CC=2N=N1.Cl.CN(C)CCCN=C=NCC.C(N(CC)C(C)C)(C)C. (4) Given the product [Br:1][C:2]1[CH:3]=[C:4]2[CH:10]=[CH:9][N:8]([S:17]([C:14]3[CH:15]=[CH:16][C:11]([CH3:21])=[CH:12][CH:13]=3)(=[O:19])=[O:18])[C:5]2=[N:6][CH:7]=1, predict the reactants needed to synthesize it. The reactants are: [Br:1][C:2]1[CH:3]=[C:4]2[CH:10]=[CH:9][NH:8][C:5]2=[N:6][CH:7]=1.[C:11]1([CH3:21])[CH:16]=[CH:15][C:14]([S:17](Cl)(=[O:19])=[O:18])=[CH:13][CH:12]=1.[H-].[Na+].[OH-].[NH4+]. (5) Given the product [Cl:1][C:2]1[C:3]([NH:33][S:34]([C:37]2[CH:38]=[CH:39][C:40]([F:43])=[CH:41][CH:42]=2)(=[O:35])=[O:36])=[CH:4][C:5]([C:8]2[CH:17]=[C:16]3[C:11](=[CH:10][CH:9]=2)[N:12]=[CH:13][C:14]([NH:18][CH2:19][CH:20]2[CH2:25][CH2:24][CH2:23][NH:22][CH2:21]2)=[N:15]3)=[CH:6][N:7]=1, predict the reactants needed to synthesize it. The reactants are: [Cl:1][C:2]1[N:7]=[CH:6][C:5]([C:8]2[CH:17]=[C:16]3[C:11]([N:12]=[CH:13][C:14]([NH:18][CH2:19][CH:20]4[CH2:25][CH2:24][CH2:23][N:22](C(OC(C)(C)C)=O)[CH2:21]4)=[N:15]3)=[CH:10][CH:9]=2)=[CH:4][C:3]=1[NH:33][S:34]([C:37]1[CH:42]=[CH:41][C:40]([F:43])=[CH:39][CH:38]=1)(=[O:36])=[O:35].C(O)(C(F)(F)F)=O.